Dataset: Full USPTO retrosynthesis dataset with 1.9M reactions from patents (1976-2016). Task: Predict the reactants needed to synthesize the given product. (1) Given the product [F:1][C:2]1[CH:3]=[C:4]([C@H:9]2[CH2:14][C@@H:13]([CH2:15][F:16])[CH2:12][CH2:11][NH:10]2)[CH:5]=[CH:6][C:7]=1[F:8], predict the reactants needed to synthesize it. The reactants are: [F:1][C:2]1[CH:3]=[C:4]([C@H:9]2[CH2:14][C@@H:13]([CH2:15][F:16])[CH2:12][CH2:11][N:10]2C(OCC2C=CC=CC=2)=O)[CH:5]=[CH:6][C:7]=1[F:8].[H][H]. (2) Given the product [OH:26][CH:20]1[CH2:19][CH:18]2[N:25]([C:12]([C:11]3[CH:15]=[CH:16][CH:17]=[C:9]([O:8][CH2:7][CH:4]4[CH2:3][CH2:2][O:1][CH2:6][CH2:5]4)[CH:10]=3)=[O:14])[CH:22]([CH2:23][CH2:24]2)[CH2:21]1, predict the reactants needed to synthesize it. The reactants are: [O:1]1[CH2:6][CH2:5][CH:4]([CH2:7][O:8][C:9]2[CH:10]=[C:11]([CH:15]=[CH:16][CH:17]=2)[C:12]([OH:14])=O)[CH2:3][CH2:2]1.[CH:18]12[NH:25][CH:22]([CH2:23][CH2:24]1)[CH2:21][CH:20]([OH:26])[CH2:19]2. (3) Given the product [NH2:14][C:13]1[C:8]([O:7][CH:5]([C:3]([O:2][CH3:1])=[O:4])[CH3:6])=[N:9][CH:10]=[CH:11][CH:12]=1, predict the reactants needed to synthesize it. The reactants are: [CH3:1][O:2][C:3]([CH:5]([O:7][C:8]1[C:13]([N+:14]([O-])=O)=[CH:12][CH:11]=[CH:10][N:9]=1)[CH3:6])=[O:4]. (4) Given the product [CH2:24]([O:8][C:6]1[C:5]([N+:16]([O-:18])=[O:17])=[C:4]([C:19]2[O:20][CH:21]=[CH:22][CH:23]=2)[N:3]=[C:2]([NH2:1])[N:7]=1)[C:25]1[CH:30]=[CH:29][CH:28]=[CH:27][CH:26]=1, predict the reactants needed to synthesize it. The reactants are: [NH2:1][C:2]1[N:7]=[C:6]([O:8]S(C(F)(F)F)(=O)=O)[C:5]([N+:16]([O-:18])=[O:17])=[C:4]([C:19]2[O:20][CH:21]=[CH:22][CH:23]=2)[N:3]=1.[CH2:24](O)[C:25]1[CH:30]=[CH:29][CH:28]=[CH:27][CH:26]=1.C1CCN2C(=NCCC2)CC1. (5) Given the product [C:8]1([C:3]2([C:4]([O:6][CH3:7])=[O:5])[CH2:17][CH:16]2/[CH:15]=[CH:14]/[C:18]2[CH:23]=[CH:22][CH:21]=[CH:20][CH:19]=2)[CH:13]=[CH:12][CH:11]=[CH:10][CH:9]=1, predict the reactants needed to synthesize it. The reactants are: [N+](=[C:3]([C:8]1[CH:13]=[CH:12][CH:11]=[CH:10][CH:9]=1)[C:4]([O:6][CH3:7])=[O:5])=[N-].[CH:14](/[C:18]1[CH:23]=[CH:22][CH:21]=[CH:20][CH:19]=1)=[CH:15]\[CH:16]=[CH2:17].